From a dataset of Reaction yield outcomes from USPTO patents with 853,638 reactions. Predict the reaction yield, written as a fraction of the theoretical maximum amount of product (1.0 means a 100% yield; for example, 0.34 means a 34% yield). (1) The reactants are [F:1][C:2]1[CH:3]=[C:4]([CH2:8][CH2:9][OH:10])[CH:5]=[CH:6][CH:7]=1.[H-].[Na+].Cl[CH2:14][C:15]([OH:17])=[O:16]. The catalyst is CN(C=O)C.CCOC(C)=O. The product is [F:1][C:2]1[CH:3]=[C:4]([CH2:8][CH2:9][O:10][CH2:14][C:15]([OH:17])=[O:16])[CH:5]=[CH:6][CH:7]=1. The yield is 0.360. (2) The reactants are [CH3:1][O:2][C:3]1[CH:4]=[C:5]([NH:15][C:16]2[N:20]=[C:19]([NH2:21])[NH:18][N:17]=2)[CH:6]=[CH:7][C:8]=1[N:9]1[CH:13]=[C:12]([CH3:14])[N:11]=[CH:10]1.[C:22]([CH2:30][C:31]([CH3:33])=O)(=[O:29])[C:23]1[CH:28]=[CH:27][CH:26]=[CH:25][CH:24]=1. No catalyst specified. The product is [C:3]([OH:2])(=[O:29])[CH3:4].[CH3:1][O:2][C:3]1[CH:4]=[C:5]([NH:15][C:16]2[N:20]=[C:19]3[N:21]=[C:31]([CH3:33])[CH:30]=[C:22]([C:23]4[CH:28]=[CH:27][CH:26]=[CH:25][CH:24]=4)[N:18]3[N:17]=2)[CH:6]=[CH:7][C:8]=1[N:9]1[CH:13]=[C:12]([CH3:14])[N:11]=[CH:10]1. The yield is 0.220.